Dataset: Forward reaction prediction with 1.9M reactions from USPTO patents (1976-2016). Task: Predict the product of the given reaction. Given the reactants [O:1]1[CH2:6][CH:5]=[C:4]([C:7]2[C:8]([O:13][CH:14]3[CH2:17][N:16](C(OCC4C=CC=CC=4)=O)[CH2:15]3)=[N:9][CH:10]=[CH:11][N:12]=2)[CH2:3][CH2:2]1, predict the reaction product. The product is: [NH:16]1[CH2:15][CH:14]([O:13][C:8]2[C:7]([CH:4]3[CH2:5][CH2:6][O:1][CH2:2][CH2:3]3)=[N:12][CH:11]=[CH:10][N:9]=2)[CH2:17]1.